This data is from Forward reaction prediction with 1.9M reactions from USPTO patents (1976-2016). The task is: Predict the product of the given reaction. (1) Given the reactants [Cl:1][C:2]1[CH:3]=[C:4]([CH:15]=[CH:16][C:17]=1[Cl:18])[O:5][CH:6]1[CH2:11][CH2:10][N:9]([CH2:12][CH2:13][NH2:14])[CH2:8][CH2:7]1.C(N(CC)CC)C.[CH3:26][O:27][C:28]1[CH:29]=[C:30]([CH:34]=[CH:35][CH:36]=1)[C:31](Cl)=[O:32].O, predict the reaction product. The product is: [Cl:1][C:2]1[CH:3]=[C:4]([CH:15]=[CH:16][C:17]=1[Cl:18])[O:5][CH:6]1[CH2:7][CH2:8][N:9]([CH2:12][CH2:13][NH:14][C:31](=[O:32])[C:30]2[CH:34]=[CH:35][CH:36]=[C:28]([O:27][CH3:26])[CH:29]=2)[CH2:10][CH2:11]1. (2) Given the reactants [Cl:1][C:2]1[CH:7]=[CH:6][CH:5]=[C:4]([CH3:8])[C:3]=1[NH:9][C:10]([C:12]1[S:16][C:15]([NH:17][C:18]2[N:23]=[C:22]([CH3:24])[N:21]=[C:20]([N:25]3[CH2:30][CH2:29][N:28]([CH2:31][C:32]([O:34]CC)=[O:33])[CH2:27][CH2:26]3)[CH:19]=2)=[N:14][CH:13]=1)=[O:11].[OH-].[Na+].O, predict the reaction product. The product is: [Cl:1][C:2]1[CH:7]=[CH:6][CH:5]=[C:4]([CH3:8])[C:3]=1[NH:9][C:10]([C:12]1[S:16][C:15]([NH:17][C:18]2[N:23]=[C:22]([CH3:24])[N:21]=[C:20]([N:25]3[CH2:30][CH2:29][N:28]([CH2:31][C:32]([OH:34])=[O:33])[CH2:27][CH2:26]3)[CH:19]=2)=[N:14][CH:13]=1)=[O:11].